The task is: Token-level Classification. Given an antigen amino acid sequence, predict which amino acid positions are active epitope sites capable of antibody binding. Output is a list of indices for active positions.. This data is from B-cell epitopes from IEDB database with 3,159 antigens for binding position prediction. Given the antigen sequence: ITCGQVTSSLAPCIGYVRSGGAVPPACCNGIRTINGLARTTADRQTACNCLKNLAGSISGVNPNNAAGLPGKCGVNVPYKISTSTNCATVK, which amino acid positions are active epitope sites? The epitope positions are: [38, 39, 40, 41, 42, 43, 44, 45, 46]. The amino acids at these positions are: RTTADRQTA.